From a dataset of CYP2C9 inhibition data for predicting drug metabolism from PubChem BioAssay. Regression/Classification. Given a drug SMILES string, predict its absorption, distribution, metabolism, or excretion properties. Task type varies by dataset: regression for continuous measurements (e.g., permeability, clearance, half-life) or binary classification for categorical outcomes (e.g., BBB penetration, CYP inhibition). Dataset: cyp2c9_veith. (1) The molecule is COCCNC(=O)c1cn(Cc2c(F)cccc2Cl)nn1. The result is 0 (non-inhibitor). (2) The compound is C=CC[C@@H]1C=C[C@@H](O/N=C\c2ccc(C(=O)N3[C@H](C(=O)OC)CC[C@H](C)[C@H]3c3ccc(C)cc3)cc2)[C@@H](CO)O1. The result is 1 (inhibitor). (3) The molecule is c1csc(CN2CC3(CCNCC3)C2)n1. The result is 0 (non-inhibitor).